Dataset: NCI-60 drug combinations with 297,098 pairs across 59 cell lines. Task: Regression. Given two drug SMILES strings and cell line genomic features, predict the synergy score measuring deviation from expected non-interaction effect. Drug 1: C1=C(C(=O)NC(=O)N1)N(CCCl)CCCl. Drug 2: CCC(=C(C1=CC=CC=C1)C2=CC=C(C=C2)OCCN(C)C)C3=CC=CC=C3.C(C(=O)O)C(CC(=O)O)(C(=O)O)O. Cell line: IGROV1. Synergy scores: CSS=22.0, Synergy_ZIP=-5.47, Synergy_Bliss=-5.09, Synergy_Loewe=-4.20, Synergy_HSA=-3.38.